Dataset: Full USPTO retrosynthesis dataset with 1.9M reactions from patents (1976-2016). Task: Predict the reactants needed to synthesize the given product. (1) Given the product [CH:1]1([C:4]2[N:9]=[C:8]([C:10]3[CH:11]=[C:12]4[C:16](=[CH:17][CH:18]=3)[N:15]([CH:21]3[CH2:22][CH2:23][CH2:24][CH2:25][O:20]3)[N:14]=[C:13]4[I:19])[CH:7]=[N:6][CH:5]=2)[CH2:3][CH2:2]1, predict the reactants needed to synthesize it. The reactants are: [CH:1]1([C:4]2[N:9]=[C:8]([C:10]3[CH:11]=[C:12]4[C:16](=[CH:17][CH:18]=3)[NH:15][N:14]=[C:13]4[I:19])[CH:7]=[N:6][CH:5]=2)[CH2:3][CH2:2]1.[O:20]1[CH:25]=[CH:24][CH2:23][CH2:22][CH2:21]1.O.C1(C)C=CC(S(O)(=O)=O)=CC=1. (2) Given the product [CH2:55]([O:54][C:52](=[O:53])[C:51]1[CH:57]=[CH:58][CH:59]=[C:49]([N:46]2[C:28](=[O:29])[C@H:9]3[C@H:8]([C:4]4[CH:5]=[CH:6][CH:7]=[C:2]([Cl:1])[C:3]=4[F:45])[C@:12]([C:15]4[CH:20]=[CH:19][C:18]([Cl:21])=[CH:17][C:16]=4[F:22])([C:13]#[N:14])[C@H:11]([CH2:23][C:24]([CH3:27])([CH3:26])[CH3:25])[N:10]3[C:47]2=[O:48])[CH:50]=1)[CH3:56], predict the reactants needed to synthesize it. The reactants are: [Cl:1][C:2]1[C:3]([F:45])=[C:4]([C@@H:8]2[C@:12]([C:15]3[CH:20]=[CH:19][C:18]([Cl:21])=[CH:17][C:16]=3[F:22])([C:13]#[N:14])[C@H:11]([CH2:23][C:24]([CH3:27])([CH3:26])[CH3:25])[NH:10][C@H:9]2[C:28](NC2C=CC(C(O)=O)=CC=2OC(F)(F)F)=[O:29])[CH:5]=[CH:6][CH:7]=1.[N:46]([C:49]1[CH:50]=[C:51]([CH:57]=[CH:58][CH:59]=1)[C:52]([O:54][CH2:55][CH3:56])=[O:53])=[C:47]=[O:48].